Binary Classification. Given a miRNA mature sequence and a target amino acid sequence, predict their likelihood of interaction. From a dataset of Experimentally validated miRNA-target interactions with 360,000+ pairs, plus equal number of negative samples. (1) The miRNA is mmu-miR-129-5p with sequence CUUUUUGCGGUCUGGGCUUGC. The protein sequence of the target gene is MVTTYIKSDLQLDGRQFFQPKDNLKMAELFMECEEEELEPWQKKVKEVEEDDDDEPIFVAEIASSKPAISNILNRVNPSSHSRGIKNGILNRGFTASFKPTSQRCLNSASNPVAALPVNFHPESRSSDSSVIVQPFSKPGYVTNSPRVLSNNSSELLFDLTQDTGLSHYQGGPTLSIAGLNETSFLSKRPSGSDISSVNPKKPKPSENTSGIDASSVISSEKSPSVISLQVVPSQGANCSSSQSKNGTTFPRACPKCDIHFNLLDPLKNHMTYCCPDMINNFLGLTKADNLNSANEAKTL.... Result: 1 (interaction). (2) The miRNA is mmu-miR-3058-5p with sequence UCAGCCACGGCUUACCUGGAAGA. The protein sequence of the target gene is MKPSHSSCEAAPLLPNMAETHYAPLSSAFPFVTSYQTGSSRLPEVSRSTERALREGKLLELVYGIKETVATLSQIPVSIFVTGDSGNGMSSFINALRVIGHDEDASAPTGVVRTTKTRTEYSSSHFPNVVLWDLPGLGATAQTVEDYVEEMKFSTCDLFIIIASEQFSSNHVKLSKIIQSMGKRFYIVWTKLDRDLSTSVLSEVRLLQNIQENIRENLQKEKVKYPPVFLVSSLDPLLYDFPKLRDTLHKDLSNIRCCEPLKTLYGTYEKIVGDKVAVWKQRIANESLKNSLGVRDDDNM.... Result: 0 (no interaction). (3) The miRNA is cel-miR-355-5p with sequence UUUGUUUUAGCCUGAGCUAUG. The protein sequence of the target gene is MARRYDELPHYPGIVDGPAALASFPETVPAVPGPYGPHRPPQPLPPGLDSDGLKREKDEIYGHPLFPLLALVFEKCELATCSPRDGAGAGLGTPPGGDVCSSDSFNEDIAAFAKQVRSERPLFSSNPELDNLMIQAIQVLRFHLLELEKVHDLCDNFCHRYITCLKGKMPIDLVIEDRDGGCREDFEDYPASCPSLPDQNNMWIRDHEDSGSVHLGTPGPSSGGLASQSGDNSSDQGDGLDTSVASPSSGGEDEDLDQERRRNKKRGIFPKVATNIMRAWLFQHLSHPYPSEEQKKQLAQ.... Result: 0 (no interaction).